Dataset: Catalyst prediction with 721,799 reactions and 888 catalyst types from USPTO. Task: Predict which catalyst facilitates the given reaction. (1) Reactant: [N:1]1[CH:6]=[C:5]([C:7]([O:9][CH2:10][CH2:11][O:12][C:13](=[O:16])[CH:14]=[CH2:15])=[O:8])[CH:4]=[C:3]([C:17]([O:19][CH2:20][CH2:21][O:22][C:23](=[O:26])[CH:24]=[CH2:25])=[O:18])[CH:2]=1.[CH3:27][I:28]. Product: [I-:28].[C:23]([O:22][CH2:21][CH2:20][O:19][C:17]([C:3]1[CH:2]=[N+:1]([CH3:27])[CH:6]=[C:5]([C:7]([O:9][CH2:10][CH2:11][O:12][C:13](=[O:16])[CH:14]=[CH2:15])=[O:8])[CH:4]=1)=[O:18])(=[O:26])[CH:24]=[CH2:25]. The catalyst class is: 10. (2) Reactant: [CH2:1](Br)[C:2]1[CH:7]=[CH:6][CH:5]=[CH:4][CH:3]=1.[Br:9][C:10]1[CH:15]=[C:14]([C:16]([F:19])([F:18])[F:17])[CH:13]=[CH:12][C:11]=1[OH:20].C(=O)([O-])[O-].[K+].[K+].N1CCCCC1. Product: [Br:9][C:10]1[CH:15]=[C:14]([C:16]([F:18])([F:19])[F:17])[CH:13]=[CH:12][C:11]=1[O:20][CH2:1][C:2]1[CH:7]=[CH:6][CH:5]=[CH:4][CH:3]=1. The catalyst class is: 10.